Dataset: Retrosynthesis with 50K atom-mapped reactions and 10 reaction types from USPTO. Task: Predict the reactants needed to synthesize the given product. (1) Given the product ON=Cc1c[nH]c2ncnc(Cl)c12, predict the reactants needed to synthesize it. The reactants are: NO.O=Cc1c[nH]c2ncnc(Cl)c12. (2) Given the product CC(C)(C)OC(=O)N1CCO[C@@H](c2ccc(Nc3ncccc3Cl)cc2)C1, predict the reactants needed to synthesize it. The reactants are: CC(C)(C)OC(=O)N1CCO[C@@H](c2ccc(N)cc2)C1.Clc1cccnc1Cl. (3) Given the product C=C[C@H](Cc1ccccc1)NC(=O)OC(C)(C)C, predict the reactants needed to synthesize it. The reactants are: CC(C)(C)OC(=O)N[C@H](C=O)Cc1ccccc1.CC(C)(C)[O-]. (4) Given the product Cc1nc(OCCCc2ccccc2)c([N+](=O)[O-])c(N2CCc3ccccc3CC2)n1, predict the reactants needed to synthesize it. The reactants are: Cc1nc(O)c([N+](=O)[O-])c(N2CCc3ccccc3CC2)n1.ClCCCc1ccccc1. (5) Given the product O=C(O)Cn1cc(/C=C2\CN(C(C(=O)C3CC3)c3ccccc3F)CCC2S)nn1, predict the reactants needed to synthesize it. The reactants are: COC(=O)Cn1cc(/C=C2\CN(C(C(=O)C3CC3)c3ccccc3F)CCC2S)nn1. (6) Given the product COc1ccc(C2=C(c3ccc(F)cc3F)c3ccc(OCCCN4CCN(S(C)(=O)=O)CC4)cc3C2=O)cn1, predict the reactants needed to synthesize it. The reactants are: COc1ccc(B(O)O)cn1.CS(=O)(=O)N1CCN(CCCOc2ccc3c(c2)C(=O)C(Br)=C3c2ccc(F)cc2F)CC1. (7) The reactants are: CS(=O)(=O)Cl.Cc1cnc(CO)c(C)c1OCC1COC(C)(C)OC1. Given the product Cc1cnc(COS(C)(=O)=O)c(C)c1OCC1COC(C)(C)OC1, predict the reactants needed to synthesize it. (8) The reactants are: CN1CCNCC1c1nc(-c2ccc(F)cc2)no1.O=C(Cl)c1ccc(F)cc1. Given the product CN1CCN(C(=O)c2ccc(F)cc2)CC1c1nc(-c2ccc(F)cc2)no1, predict the reactants needed to synthesize it. (9) Given the product COC(=O)CC(Oc1c(Br)cc(-c2c3ccccc3c(Br)c3sc4ccccc4c23)cc1Br)C(=O)OC, predict the reactants needed to synthesize it. The reactants are: COC(=O)C[C@H](O)C(=O)OC.Oc1c(Br)cc(-c2c3ccccc3c(Br)c3sc4ccccc4c23)cc1Br. (10) Given the product CC(Nc1ccc(F)c(F)c1F)C(=O)O, predict the reactants needed to synthesize it. The reactants are: CC(=O)C(=O)O.Nc1ccc(F)c(F)c1F.